This data is from CYP1A2 inhibition data for predicting drug metabolism from PubChem BioAssay. The task is: Regression/Classification. Given a drug SMILES string, predict its absorption, distribution, metabolism, or excretion properties. Task type varies by dataset: regression for continuous measurements (e.g., permeability, clearance, half-life) or binary classification for categorical outcomes (e.g., BBB penetration, CYP inhibition). Dataset: cyp1a2_veith. (1) The molecule is COc1ccccc1CNc1cc(-c2ccccc2Cl)ncn1. The result is 1 (inhibitor). (2) The compound is CCS(=O)(=O)N1CCC(C(=O)NCCCOC)CC1. The result is 0 (non-inhibitor). (3) The compound is CCn1cc(C(=O)O)c(=O)c2cnc(N3CCNCC3)nc21. The result is 0 (non-inhibitor). (4) The compound is CCCc1nnc(SCC(=O)N2CCCCC2)n1CCCOC. The result is 0 (non-inhibitor). (5) The result is 0 (non-inhibitor). The compound is CCN=C(Nc1ccc(Cl)cc1)c1cccnc1. (6) The molecule is CSc1ccccc1N1CCN(C(=O)Nc2ccc3c(c2)NC(=O)CO3)CC1. The result is 0 (non-inhibitor). (7) The compound is O=C(/C=C/c1ccc2c(c1)OCO2)NCCSCc1cccc(Cl)c1. The result is 1 (inhibitor).